Task: Predict the product of the given reaction.. Dataset: Forward reaction prediction with 1.9M reactions from USPTO patents (1976-2016) (1) Given the reactants [F:1][C:2]1[CH:7]=[CH:6][C:5]([S:8]([C:11]2[CH:16]=[CH:15][CH:14]=[CH:13][C:12]=2[CH2:17]O)(=[O:10])=[O:9])=[CH:4][CH:3]=1.P(Br)(Br)[Br:20].S([O-])([O-])(=O)=S.[Na+].[Na+].[Cl-].[Na+], predict the reaction product. The product is: [F:1][C:2]1[CH:7]=[CH:6][C:5]([S:8]([C:11]2[CH:16]=[CH:15][CH:14]=[CH:13][C:12]=2[CH2:17][Br:20])(=[O:10])=[O:9])=[CH:4][CH:3]=1. (2) Given the reactants [Cl:1][C:2]1[CH:7]=[CH:6][C:5]([CH2:8][C:9]([OH:11])=O)=[CH:4][CH:3]=1.[NH2:12][C:13]1[CH:14]=[C:15]([C:19]([C:21]2[C:25]3[CH:26]=[N:27][CH:28]=[C:29]([F:30])[C:24]=3[N:23]([CH:31]([CH3:34])[CH2:32][OH:33])[CH:22]=2)=[O:20])[CH:16]=[N:17][CH:18]=1, predict the reaction product. The product is: [Cl:1][C:2]1[CH:3]=[CH:4][C:5]([CH2:8][C:9]([NH:12][C:13]2[CH:18]=[N:17][CH:16]=[C:15]([C:19]([C:21]3[C:25]4[CH:26]=[N:27][CH:28]=[C:29]([F:30])[C:24]=4[N:23]([CH:31]([CH3:34])[CH2:32][OH:33])[CH:22]=3)=[O:20])[CH:14]=2)=[O:11])=[CH:6][CH:7]=1. (3) The product is: [C:1]([O:5][C:6](=[O:12])[NH:7][CH2:8][CH2:9][CH2:10][NH:11][CH:21]1[C:22]2[N:13]=[CH:14][CH:15]=[CH:16][C:17]=2[CH2:18][CH2:19][CH2:20]1)([CH3:4])([CH3:2])[CH3:3]. Given the reactants [C:1]([O:5][C:6](=[O:12])[NH:7][CH2:8][CH2:9][CH2:10][NH2:11])([CH3:4])([CH3:3])[CH3:2].[N:13]1[C:22]2[C:21](=O)[CH2:20][CH2:19][CH2:18][C:17]=2[CH:16]=[CH:15][CH:14]=1.[BH-](OC(C)=O)(OC(C)=O)OC(C)=O.[Na+], predict the reaction product. (4) Given the reactants N(C(OC(C)(C)C)=O)[C@H](C(N1CCC[C@H]1C(OC)=O)=O)CC(C)C.[NH:25]([C:61]([O:63][C:64]([CH3:67])([CH3:66])[CH3:65])=[O:62])[C@H:26]([C:42]([NH:44][C@H:45]([C:50]([N:52]1[CH2:60][CH2:59][CH2:58][C@H:53]1[C:54]([O:56][CH3:57])=[O:55])=[O:51])[CH2:46][CH:47]([CH3:49])[CH3:48])=[O:43])[CH2:27][C:28]1[CH:33]=[CH:32][C:31]([O:34]CC2C=CC=CC=2)=[CH:30][CH:29]=1, predict the reaction product. The product is: [NH:25]([C:61]([O:63][C:64]([CH3:66])([CH3:65])[CH3:67])=[O:62])[C@H:26]([C:42]([NH:44][C@H:45]([C:50]([N:52]1[CH2:60][CH2:59][CH2:58][C@H:53]1[C:54]([O:56][CH3:57])=[O:55])=[O:51])[CH2:46][CH:47]([CH3:49])[CH3:48])=[O:43])[CH2:27][C:28]1[CH:29]=[CH:30][C:31]([OH:34])=[CH:32][CH:33]=1.